This data is from Forward reaction prediction with 1.9M reactions from USPTO patents (1976-2016). The task is: Predict the product of the given reaction. (1) Given the reactants C[O:2][C:3](=[O:33])[CH2:4][C:5]1[CH:14]=[C:13]([CH:15]2[CH2:20][CH2:19][N:18]([S:21]([C:24]3[CH:29]=[C:28]([Cl:30])[CH:27]=[C:26]([Cl:31])[CH:25]=3)(=[O:23])=[O:22])[CH2:17][CH2:16]2)[C:12]2[C:7](=[CH:8][CH:9]=[C:10]([F:32])[CH:11]=2)[CH:6]=1.O.[OH-].[Li+], predict the reaction product. The product is: [Cl:31][C:26]1[CH:25]=[C:24]([S:21]([N:18]2[CH2:19][CH2:20][CH:15]([C:13]3[C:12]4[C:7](=[CH:8][CH:9]=[C:10]([F:32])[CH:11]=4)[CH:6]=[C:5]([CH2:4][C:3]([OH:33])=[O:2])[CH:14]=3)[CH2:16][CH2:17]2)(=[O:23])=[O:22])[CH:29]=[C:28]([Cl:30])[CH:27]=1. (2) The product is: [O:12]1[C:16]2[CH:17]=[CH:18][C:19]([C:8]3[O:9][CH:10]=[C:6]([C:4]([O:3][CH2:1][CH3:2])=[O:5])[N:7]=3)=[CH:20][C:15]=2[CH2:14][CH2:13]1. Given the reactants [CH2:1]([O:3][C:4]([C:6]1[N:7]=[C:8](Cl)[O:9][CH:10]=1)=[O:5])[CH3:2].[O:12]1[C:16]2[CH:17]=[CH:18][C:19](B(O)O)=[CH:20][C:15]=2[CH2:14][CH2:13]1.C(=O)([O-])[O-].[Na+].[Na+], predict the reaction product. (3) Given the reactants C(O[C:6]([N:8](C)[C@@H:9]1[C@H:14]([CH3:15])[CH2:13][CH2:12][N:11](C(OC(C)(C)C)=O)[CH2:10]1)=O)(C)(C)C.[ClH:24].O1CCOCC1, predict the reaction product. The product is: [ClH:24].[ClH:24].[CH3:6][NH:8][C@@H:9]1[C@H:14]([CH3:15])[CH2:13][CH2:12][NH:11][CH2:10]1. (4) Given the reactants C([NH:4][C:5]1[CH:13]=[CH:12][C:8]([C:9]([OH:11])=[O:10])=[C:7]([CH3:14])[CH:6]=1)(=O)C.S(=O)(=O)(O)O.[N+:20]([O-])([OH:22])=[O:21], predict the reaction product. The product is: [NH2:4][C:5]1[CH:13]=[CH:12][C:8]([C:9]([OH:11])=[O:10])=[C:7]([CH3:14])[C:6]=1[N+:20]([O-:22])=[O:21].